Dataset: Forward reaction prediction with 1.9M reactions from USPTO patents (1976-2016). Task: Predict the product of the given reaction. Given the reactants CN(CCN(C)C)C.C([Li])CCC.[F:14][C:15]1[CH:16]=[N:17][CH:18]=[CH:19][CH:20]=1.CN([CH:24]=[O:25])C, predict the reaction product. The product is: [F:14][C:15]1[CH:16]=[N:17][CH:18]=[CH:19][C:20]=1[CH:24]=[O:25].